Dataset: Blood-brain barrier permeability classification from the B3DB database. Task: Regression/Classification. Given a drug SMILES string, predict its absorption, distribution, metabolism, or excretion properties. Task type varies by dataset: regression for continuous measurements (e.g., permeability, clearance, half-life) or binary classification for categorical outcomes (e.g., BBB penetration, CYP inhibition). Dataset: b3db_classification. (1) The result is 1 (penetrates BBB). The compound is COc1cc2c(cc1OC)S(=O)(=O)O[C@@H](C(=O)N[C@H](C)CC(C)(C)N(C)C)C2. (2) The drug is CN(C)Cc1ccccc1Sc1ccc(F)cc1N. The result is 1 (penetrates BBB). (3) The drug is C=C1C(=O)OC2C1CCC1(C)OC13CC=C(C)C23. The result is 0 (does not penetrate BBB). (4) The drug is CC(c1noc2ccc(Cl)cc12)n1ccnc1. The result is 1 (penetrates BBB).